This data is from Full USPTO retrosynthesis dataset with 1.9M reactions from patents (1976-2016). The task is: Predict the reactants needed to synthesize the given product. (1) Given the product [CH:46]1([C:2]2[C:10]3[C:9]([C:11]4[CH:16]=[CH:15][C:14]([CH3:17])=[CH:13][C:12]=4[CH3:18])=[N:8][C:7]([S:19][CH3:20])=[N:6][C:5]=3[NH:4][CH:3]=2)[CH2:47][CH2:42]1, predict the reactants needed to synthesize it. The reactants are: Br[C:2]1[C:10]2[C:9]([C:11]3[CH:16]=[CH:15][C:14]([CH3:17])=[CH:13][C:12]=3[CH3:18])=[N:8][C:7]([S:19][CH3:20])=[N:6][C:5]=2[N:4](COCC[Si](C)(C)C)[CH:3]=1.P([CH:42]1[CH2:47][CH2:46]CCC1)(C1CCCCC1)C1CCCCC1.[O-]P([O-])([O-])=O.[K+].[K+].[K+].C1(B(O)O)CC1. (2) The reactants are: [NH2:1][C:2]1[C:15]([O:16][CH3:17])=[CH:14][C:5]2[N:6]([CH2:12][CH3:13])[C:7](=[O:11])[CH2:8][CH2:9][CH2:10][C:4]=2[CH:3]=1.Cl[C:19]1[N:24]=[C:23]([NH:25][C@@H:26]2[C@@H:31]3[CH2:32][C@@H:28]([CH:29]=[CH:30]3)[C@@H:27]2[C:33]([NH2:35])=[O:34])[C:22]([Cl:36])=[CH:21][N:20]=1. Given the product [Cl:36][C:22]1[C:23]([NH:25][C@@H:26]2[C@@H:31]3[CH2:32][C@@H:28]([CH:29]=[CH:30]3)[C@@H:27]2[C:33]([NH2:35])=[O:34])=[N:24][C:19]([NH:1][C:2]2[C:15]([O:16][CH3:17])=[CH:14][C:5]3[N:6]([CH2:12][CH3:13])[C:7](=[O:11])[CH2:8][CH2:9][CH2:10][C:4]=3[CH:3]=2)=[N:20][CH:21]=1, predict the reactants needed to synthesize it.